From a dataset of Reaction yield outcomes from USPTO patents with 853,638 reactions. Predict the reaction yield, written as a fraction of the theoretical maximum amount of product (1.0 means a 100% yield; for example, 0.34 means a 34% yield). (1) The reactants are [F:1][C:2]([F:7])([F:6])[C:3]([OH:5])=[O:4].[CH2:8]([S:10]([N:13]1[CH2:18][CH2:17][CH:16]([C:19]2[C:27]3[C:22](=[C:23]([C:43]([NH2:45])=[O:44])[CH:24]=[C:25]([C:28]4[CH:33]=[C:32]([CH2:34][NH:35]C[C@@H]5CCCO5)[CH:31]=[C:30]([F:42])[CH:29]=4)[CH:26]=3)[NH:21][CH:20]=2)[CH2:15][CH2:14]1)(=[O:12])=[O:11])[CH3:9].O1C[CH2:49][CH2:48][C@H:47]1[CH2:51]N. No catalyst specified. The product is [F:1][C:2]([F:7])([F:6])[C:3]([OH:5])=[O:4].[CH2:8]([S:10]([N:13]1[CH2:18][CH2:17][CH:16]([C:19]2[C:27]3[C:22](=[C:23]([C:43]([NH2:45])=[O:44])[CH:24]=[C:25]([C:28]4[CH:33]=[C:32]([CH2:34][NH:35][CH:47]([CH3:51])[CH2:48][CH3:49])[CH:31]=[C:30]([F:42])[CH:29]=4)[CH:26]=3)[NH:21][CH:20]=2)[CH2:15][CH2:14]1)(=[O:11])=[O:12])[CH3:9]. The yield is 0.506. (2) The reactants are I[C:2]1[CH:3]=[CH:4][C:5]2[N:6]([CH:8]=[C:9]([NH:11][C:12](=[O:16])[CH2:13][O:14][CH3:15])[N:10]=2)[N:7]=1.C(=O)([O-])[O-].[K+].[K+].[NH2:23][C:24]1[CH:25]=[C:26]([OH:30])[CH:27]=[CH:28][CH:29]=1. The catalyst is CN(C)C=O. The product is [NH2:23][C:24]1[CH:25]=[C:26]([CH:27]=[CH:28][CH:29]=1)[O:30][C:2]1[CH:3]=[CH:4][C:5]2[N:6]([CH:8]=[C:9]([NH:11][C:12](=[O:16])[CH2:13][O:14][CH3:15])[N:10]=2)[N:7]=1. The yield is 0.510.